This data is from Forward reaction prediction with 1.9M reactions from USPTO patents (1976-2016). The task is: Predict the product of the given reaction. (1) Given the reactants Br[C:2]1[CH:3]=[CH:4][C:5]([F:9])=[C:6]([CH3:8])[CH:7]=1.C(=O)([O-])[O-].[Cs+].[Cs+].[CH2:16]([O:19][CH:20]1[CH2:25][CH2:24][CH2:23][CH2:22][O:21]1)[C:17]#[CH:18].C(#N)C, predict the reaction product. The product is: [F:9][C:5]1[CH:4]=[CH:3][C:2]([C:18]#[C:17][CH2:16][O:19][CH:20]2[CH2:25][CH2:24][CH2:23][CH2:22][O:21]2)=[CH:7][C:6]=1[CH3:8]. (2) Given the reactants [NH2:1][C:2]1[CH:26]=[CH:25][C:5]([O:6][C:7]2[CH:12]=[CH:11][C:10]([NH:13][C:14]([NH:16][CH:17]([CH2:20][CH3:21])[CH2:18][CH3:19])=[O:15])=[CH:9][C:8]=2[CH:22]([CH3:24])[CH3:23])=[CH:4][CH:3]=1.C(ON1[C:40]2[CH:41]=[CH:42][CH:43]=[C:44]([O:45][CH:46]3[CH2:51][CH2:50][N:49]([CH2:52][CH2:53][CH2:54][CH3:55])[CH2:48][CH2:47]3)[C:39]=2N=N1)(=O)C1C=CC=CC=1.CN([CH:59]=[O:60])C, predict the reaction product. The product is: [CH2:52]([N:49]1[CH2:48][CH2:47][CH:46]([O:45][C:44]2[CH:39]=[CH:40][C:41]([C:59]([NH:1][C:2]3[CH:26]=[CH:25][C:5]([O:6][C:7]4[CH:12]=[CH:11][C:10]([NH:13][C:14]([NH:16][CH:17]([CH2:20][CH3:21])[CH2:18][CH3:19])=[O:15])=[CH:9][C:8]=4[CH:22]([CH3:24])[CH3:23])=[CH:4][CH:3]=3)=[O:60])=[CH:42][CH:43]=2)[CH2:51][CH2:50]1)[CH2:53][CH2:54][CH3:55]. (3) Given the reactants [CH3:1][C:2]1[N:3]=[C:4]([NH2:8])[S:5][C:6]=1[CH3:7].Br[CH2:10][CH:11]1[CH2:16][CH2:15][O:14][CH2:13][CH2:12]1, predict the reaction product. The product is: [CH3:1][C:2]1[N:3]([CH2:10][CH:11]2[CH2:16][CH2:15][O:14][CH2:13][CH2:12]2)[C:4](=[NH:8])[S:5][C:6]=1[CH3:7]. (4) Given the reactants [NH2:1][CH2:2][CH2:3][CH2:4][CH2:5][C@H:6]1[CH2:10][NH:9]/[C:8](=[N:11]\[C:12]([C:14]2[C:19]([NH2:20])=[N:18][C:17]([NH2:21])=[C:16]([Cl:22])[N:15]=2)=[O:13])/[NH:7]1.C(N(CC)CC)C.[C:30]1([CH2:36][C:37](Cl)=[O:38])[CH:35]=[CH:34][CH:33]=[CH:32][CH:31]=1, predict the reaction product. The product is: [C:30]1([CH2:36][C:37]([CH:2]([NH2:1])[CH2:3][CH2:4][CH2:5][C@H:6]2[CH2:10][NH:9]/[C:8](=[N:11]\[C:12]([C:14]3[C:19]([NH2:20])=[N:18][C:17]([NH2:21])=[C:16]([Cl:22])[N:15]=3)=[O:13])/[NH:7]2)=[O:38])[CH:35]=[CH:34][CH:33]=[CH:32][CH:31]=1. (5) Given the reactants [H-].[Na+].[Si:3]([O:20][CH2:21][CH2:22][O:23][CH2:24][C@H:25]([OH:30])[C:26]([O:28][CH3:29])=[O:27])([C:16]([CH3:19])([CH3:18])[CH3:17])([C:10]1[CH:15]=[CH:14][CH:13]=[CH:12][CH:11]=1)[C:4]1[CH:9]=[CH:8][CH:7]=[CH:6][CH:5]=1.Cl[C:32]1[N:37]=[CH:36][N:35]=[C:34]2[N:38]([C:41]3[CH:46]=[C:45]([F:47])[CH:44]=[CH:43][C:42]=3[CH3:48])[N:39]=[CH:40][C:33]=12.C(O)(=O)CC(CC(O)=O)(C(O)=O)O, predict the reaction product. The product is: [Si:3]([O:20][CH2:21][CH2:22][O:23][CH2:24][C@H:25]([O:30][C:32]1[N:37]=[CH:36][N:35]=[C:34]2[N:38]([C:41]3[CH:46]=[C:45]([F:47])[CH:44]=[CH:43][C:42]=3[CH3:48])[N:39]=[CH:40][C:33]=12)[C:26]([O:28][CH3:29])=[O:27])([C:16]([CH3:19])([CH3:18])[CH3:17])([C:10]1[CH:15]=[CH:14][CH:13]=[CH:12][CH:11]=1)[C:4]1[CH:5]=[CH:6][CH:7]=[CH:8][CH:9]=1. (6) Given the reactants [NH2:1][C:2]1[C:7]([OH:8])=[CH:6][C:5]([Br:9])=[CH:4][N:3]=1.Cl.Cl[CH2:12][C:13]1[CH:18]=[CH:17][CH:16]=[CH:15][N:14]=1.C([O-])([O-])=O.[K+].[K+].[Na+].[I-], predict the reaction product. The product is: [Br:9][C:5]1[CH:6]=[C:7]([O:8][CH2:12][C:13]2[CH:18]=[CH:17][CH:16]=[CH:15][N:14]=2)[C:2]([NH2:1])=[N:3][CH:4]=1.